From a dataset of Reaction yield outcomes from USPTO patents with 853,638 reactions. Predict the reaction yield, written as a fraction of the theoretical maximum amount of product (1.0 means a 100% yield; for example, 0.34 means a 34% yield). (1) The reactants are [H-].[Na+].[Br:3][C:4]1[C:9]([OH:10])=[CH:8][CH:7]=[CH:6][N:5]=1.[Br:11][C:12](Br)([F:14])[F:13]. The catalyst is CN1C(=O)CCC1. The product is [Br:3][C:4]1[C:9]([O:10][C:12]([Br:11])([F:14])[F:13])=[CH:8][CH:7]=[CH:6][N:5]=1. The yield is 0.140. (2) The reactants are CO[C:3](=O)[CH:4]([CH2:9][C:10]1[CH:15]=[CH:14][C:13]([Cl:16])=[C:12]([O:17][C:18]([F:21])([F:20])[F:19])[CH:11]=1)[C:5](OC)=O.[H-].C([Al+]CC(C)C)C(C)C.[NH2:33][C:34]1[C:38]([C:39]([O:41]CC)=[O:40])=[CH:37][NH:36][N:35]=1.Cl. The catalyst is C(Cl)Cl.CO. The product is [Cl:16][C:13]1[CH:14]=[CH:15][C:10]([CH2:9][C:4]2[CH:3]=[N:33][C:34]3[N:35]([N:36]=[CH:37][C:38]=3[C:39]([OH:41])=[O:40])[CH:5]=2)=[CH:11][C:12]=1[O:17][C:18]([F:19])([F:20])[F:21]. The yield is 0.600. (3) The reactants are [OH:1][C:2]1[C:3]([N+:8]([O-:10])=[O:9])=[N:4][CH:5]=[CH:6][CH:7]=1.C1(P(C2C=CC=CC=2)C2C=CC=CC=2)C=CC=CC=1.[Cl:30][C:31]1[C:36]([F:37])=[CH:35][CH:34]=[C:33]([Cl:38])[C:32]=1[C@@H:39](O)[CH3:40].N(C(OC(C)C)=O)=NC(OC(C)C)=O. The catalyst is C1COCC1. The product is [Cl:30][C:31]1[C:36]([F:37])=[CH:35][CH:34]=[C:33]([Cl:38])[C:32]=1[C@H:39]([O:1][C:2]1[C:3]([N+:8]([O-:10])=[O:9])=[N:4][CH:5]=[CH:6][CH:7]=1)[CH3:40]. The yield is 0.883. (4) The reactants are C(O)(=O)C.O.C[O:7][CH:8](OC)[C:9]1[C:10]([F:18])=[C:11]([OH:17])[CH:12]=[C:13]([O:15][CH3:16])[CH:14]=1.C(=O)([O-])O.[Na+]. The catalyst is C(OCC)(=O)C. The product is [F:18][C:10]1[C:11]([OH:17])=[CH:12][C:13]([O:15][CH3:16])=[CH:14][C:9]=1[CH:8]=[O:7]. The yield is 0.920.